Dataset: Reaction yield outcomes from USPTO patents with 853,638 reactions. Task: Predict the reaction yield, written as a fraction of the theoretical maximum amount of product (1.0 means a 100% yield; for example, 0.34 means a 34% yield). (1) The reactants are Cl.O1CCOCC1.[Cl:8][C:9]1[CH:14]=[CH:13][C:12]([CH:15]([NH:23][C:24]([C:26]2([NH:41]C(=O)OC(C)(C)C)[CH2:31][CH2:30][N:29]([C:32]3[C:33]4[CH:40]=[CH:39][NH:38][C:34]=4[N:35]=[CH:36][N:37]=3)[CH2:28][CH2:27]2)=[O:25])[CH2:16][CH2:17][NH:18][S:19]([CH3:22])(=[O:21])=[O:20])=[CH:11][CH:10]=1.C(O)(C(F)(F)F)=O. No catalyst specified. The product is [NH2:41][C:26]1([C:24]([NH:23][CH:15]([C:12]2[CH:11]=[CH:10][C:9]([Cl:8])=[CH:14][CH:13]=2)[CH2:16][CH2:17][NH:18][S:19]([CH3:22])(=[O:20])=[O:21])=[O:25])[CH2:27][CH2:28][N:29]([C:32]2[C:33]3[CH:40]=[CH:39][NH:38][C:34]=3[N:35]=[CH:36][N:37]=2)[CH2:30][CH2:31]1. The yield is 0.652. (2) The reactants are FC(F)(F)S(O)(=O)=O.[Cl:9][C:10]1[CH:16]=[CH:15][C:13]([OH:14])=[CH:12][C:11]=1[OH:17].[Cl:18][CH2:19][CH2:20][C:21](O)=[O:22]. The catalyst is O. The product is [Cl:18][CH2:19][CH2:20][C:21]([C:15]1[CH:16]=[C:10]([Cl:9])[C:11]([OH:17])=[CH:12][C:13]=1[OH:14])=[O:22]. The yield is 0.984. (3) The reactants are [CH2:1]([O:3][C:4](=[O:17])[CH:5]([O:14][CH2:15][CH3:16])[CH2:6][C:7]1[CH:12]=[CH:11][C:10]([OH:13])=[CH:9][CH:8]=1)[CH3:2].O[CH2:19][CH2:20][C:21]1[CH:26]=[CH:25][C:24]([NH:27][C:28](=[O:32])[CH:29]([CH3:31])[CH3:30])=[CH:23][CH:22]=1.N(C(N1CCCCC1)=O)=NC(N1CCCCC1)=O.C1(P(C2C=CC=CC=2)C2C=CC=CC=2)C=CC=CC=1. The catalyst is ClCCl.C(OCC)(=O)C. The product is [CH2:1]([O:3][C:4](=[O:17])[CH:5]([O:14][CH2:15][CH3:16])[CH2:6][C:7]1[CH:8]=[CH:9][C:10]([O:13][CH2:19][CH2:20][C:21]2[CH:26]=[CH:25][C:24]([NH:27][C:28](=[O:32])[CH:29]([CH3:31])[CH3:30])=[CH:23][CH:22]=2)=[CH:11][CH:12]=1)[CH3:2]. The yield is 0.650. (4) The reactants are Br[C:2]1[CH:7]=[CH:6][C:5]([C@@:8]2([CH3:34])[C:12](=[O:13])[N:11]([C@@H:14]([CH2:22][CH:23]([CH3:25])[CH3:24])[C:15]([O:17][C:18]([CH3:21])([CH3:20])[CH3:19])=[O:16])[C:10](=[O:26])[N:9]2[CH2:27][C:28]2[CH:33]=[CH:32][CH:31]=[CH:30][CH:29]=2)=[CH:4][CH:3]=1. The catalyst is C(O)C.[Pd]. The product is [C:5]1([C@@:8]2([CH3:34])[C:12](=[O:13])[N:11]([C@@H:14]([CH2:22][CH:23]([CH3:25])[CH3:24])[C:15]([O:17][C:18]([CH3:19])([CH3:20])[CH3:21])=[O:16])[C:10](=[O:26])[N:9]2[CH2:27][C:28]2[CH:29]=[CH:30][CH:31]=[CH:32][CH:33]=2)[CH:4]=[CH:3][CH:2]=[CH:7][CH:6]=1. The yield is 0.800. (5) The reactants are [CH2:1]([N:3]([CH2:11][C:12]([N:14]1[CH2:19][CH2:18][O:17][C:16]2[CH:20]=[C:21]([N+:24]([O-:26])=[O:25])[CH:22]=[CH:23][C:15]1=2)=O)[C:4](=[O:10])[O:5][C:6]([CH3:9])([CH3:8])[CH3:7])[CH3:2].B.C1COCC1.CO. The catalyst is C1COCC1. The product is [CH2:1]([N:3]([CH2:11][CH2:12][N:14]1[CH2:19][CH2:18][O:17][C:16]2[CH:20]=[C:21]([N+:24]([O-:26])=[O:25])[CH:22]=[CH:23][C:15]1=2)[C:4](=[O:10])[O:5][C:6]([CH3:9])([CH3:7])[CH3:8])[CH3:2]. The yield is 0.910. (6) The reactants are [CH:1]1([NH:4][C:5](=[O:33])[NH:6][C:7]2[CH:31]=[CH:30][C:10]([O:11][C:12]3[CH:17]=[CH:16][N:15]=[C:14]4[CH:18]=[C:19]([C:21]5[CH:29]=[CH:28][C:24]([C:25]([OH:27])=O)=[CH:23][N:22]=5)[S:20][C:13]=34)=[C:9]([F:32])[CH:8]=2)[CH2:3][CH2:2]1.[Si:34]([O:41][C@@H:42]([C@H:46]([O:74][Si:75]([C:78]([CH3:81])([CH3:80])[CH3:79])([CH3:77])[CH3:76])[C@@H:47]([O:66][Si:67]([C:70]([CH3:73])([CH3:72])[CH3:71])([CH3:69])[CH3:68])[C@@H:48]([O:58][Si:59]([C:62]([CH3:65])([CH3:64])[CH3:63])([CH3:61])[CH3:60])[CH2:49][O:50][Si:51]([C:54]([CH3:57])([CH3:56])[CH3:55])([CH3:53])[CH3:52])[CH2:43][NH:44][CH3:45])([C:37]([CH3:40])([CH3:39])[CH3:38])([CH3:36])[CH3:35].CCN(C(C)C)C(C)C.CN(C(ON1N=NC2C=CC=NC1=2)=[N+](C)C)C.F[P-](F)(F)(F)(F)F. The catalyst is CN(C=O)C. The product is [CH:1]1([NH:4][C:5](=[O:33])[NH:6][C:7]2[CH:31]=[CH:30][C:10]([O:11][C:12]3[CH:17]=[CH:16][N:15]=[C:14]4[CH:18]=[C:19]([C:21]5[CH:29]=[CH:28][C:24]([C:25]([N:44]([CH3:45])[CH2:43][C@@H:42]([O:41][Si:34]([C:37]([CH3:40])([CH3:39])[CH3:38])([CH3:35])[CH3:36])[C@H:46]([O:74][Si:75]([C:78]([CH3:81])([CH3:80])[CH3:79])([CH3:76])[CH3:77])[C@@H:47]([O:66][Si:67]([C:70]([CH3:71])([CH3:72])[CH3:73])([CH3:69])[CH3:68])[C@@H:48]([O:58][Si:59]([C:62]([CH3:65])([CH3:64])[CH3:63])([CH3:60])[CH3:61])[CH2:49][O:50][Si:51]([C:54]([CH3:55])([CH3:56])[CH3:57])([CH3:53])[CH3:52])=[O:27])=[CH:23][N:22]=5)[S:20][C:13]=34)=[C:9]([F:32])[CH:8]=2)[CH2:2][CH2:3]1. The yield is 0.540. (7) The reactants are C([O-])([O-])=O.[K+].[K+].C[Si]([C:11]#[C:12][C:13]1[C:26]2[C:17](=[C:18]3[CH2:29][CH2:28][CH2:27][N:20]4[CH2:21][CH2:22][CH2:23][C:24]([CH:25]=2)=[C:19]34)[O:16][C:15](=[O:30])[CH:14]=1)(C)C. The catalyst is CO.C(Cl)Cl.C(Cl)(Cl)Cl. The product is [C:12]([C:13]1[C:26]2[C:17](=[C:18]3[CH2:29][CH2:28][CH2:27][N:20]4[CH2:21][CH2:22][CH2:23][C:24]([CH:25]=2)=[C:19]34)[O:16][C:15](=[O:30])[CH:14]=1)#[CH:11]. The yield is 0.910. (8) The reactants are [Cl:1][C:2]1[N:3]=[C:4]([C:9]([NH:11][C@H:12]2[CH2:17][CH2:16][N:15]([C:18](OC(C)(C)C)=O)[CH2:14][C@H:13]2[O:25][CH3:26])=[O:10])[NH:5][C:6]=1[CH2:7][CH3:8].Cl.C(OCC)(=O)C.C(N(C(C)C)CC)(C)C.BrC1[S:45][C:46]2[C:52]([C:53]([O:55][CH2:56][CH3:57])=[O:54])=[CH:51][CH:50]=[CH:49][C:47]=2[N:48]=1.Cl. The catalyst is CO. The product is [Cl:1][C:2]1[N:3]=[C:4]([C:9]([NH:11][C@H:12]2[CH2:17][CH2:16][N:15]([C:18]3[S:45][C:46]4[C:52]([C:53]([O:55][CH2:56][CH3:57])=[O:54])=[CH:51][CH:50]=[CH:49][C:47]=4[N:48]=3)[CH2:14][C@H:13]2[O:25][CH3:26])=[O:10])[NH:5][C:6]=1[CH2:7][CH3:8]. The yield is 0.650. (9) The reactants are [Cl:1][C:2]1[CH:3]=[C:4]([NH:10][C:11]2[CH:16]=[CH:15][C:14]([CH:17]3[CH2:22][CH2:21][NH:20][CH2:19][CH2:18]3)=[CH:13][N:12]=2)[C:5](=[O:9])[N:6]([CH3:8])[N:7]=1.[CH:23](=O)[CH3:24].C(O)(=O)C.C(O[BH-](OC(=O)C)OC(=O)C)(=O)C.[Na+].C([O-])(O)=O.[Na+]. The catalyst is O.C1COCC1. The product is [Cl:1][C:2]1[CH:3]=[C:4]([NH:10][C:11]2[CH:16]=[CH:15][C:14]([CH:17]3[CH2:22][CH2:21][N:20]([CH2:23][CH3:24])[CH2:19][CH2:18]3)=[CH:13][N:12]=2)[C:5](=[O:9])[N:6]([CH3:8])[N:7]=1. The yield is 0.620. (10) The reactants are [NH:1]1[C:9]2[C:4](=[CH:5][CH:6]=[CH:7][CH:8]=2)[CH:3]=[C:2]1[CH2:10][C:11]([O:13][CH2:14][CH3:15])=[O:12].[C:16](=O)([O:22]C(C)(C)C)[O:17][C:18]([CH3:21])([CH3:20])[CH3:19]. The catalyst is ClCCl.CN(C)C1C=CN=CC=1. The product is [CH2:14]([O:13][C:11]([CH2:10][C:2]1[N:1]([C:16]([O:17][C:18]([CH3:21])([CH3:20])[CH3:19])=[O:22])[C:9]2[C:4]([CH:3]=1)=[CH:5][CH:6]=[CH:7][CH:8]=2)=[O:12])[CH3:15]. The yield is 0.910.